This data is from Catalyst prediction with 721,799 reactions and 888 catalyst types from USPTO. The task is: Predict which catalyst facilitates the given reaction. (1) Reactant: C([O:3][C:4](=O)[C:5]1[CH:10]=[CH:9][CH:8]=[N:7][C:6]=1[CH:11]([O:14][CH3:15])[O:12][CH3:13])C.[H-].[Al+3].[Li+].[H-].[H-].[H-]. Product: [CH3:13][O:12][CH:11]([O:14][CH3:15])[C:6]1[C:5]([CH2:4][OH:3])=[CH:10][CH:9]=[CH:8][N:7]=1. The catalyst class is: 28. (2) Reactant: Cl[C:2]1[C:7]([C:8]#[N:9])=[C:6]([Cl:10])[N:5]=[C:4]([S:11][CH3:12])[N:3]=1.[F:13][C:14]1[C:15]([C:20]2[CH:21]=[C:22]([CH:24]=[CH:25][CH:26]=2)[NH2:23])=[N:16][CH:17]=[CH:18][CH:19]=1. Product: [Cl:10][C:6]1[C:7]([C:8]#[N:9])=[C:2]([NH:23][C:22]2[CH:24]=[CH:25][CH:26]=[C:20]([C:15]3[C:14]([F:13])=[CH:19][CH:18]=[CH:17][N:16]=3)[CH:21]=2)[N:3]=[C:4]([S:11][CH3:12])[N:5]=1. The catalyst class is: 18. (3) Reactant: [CH2:1]([C:3]([F:30])([CH2:28][CH3:29])[CH2:4][N:5]1[CH2:10][CH2:9][CH:8]([CH2:11][O:12][C:13]2[CH:18]=[CH:17][C:16]([C:19]3[CH:24]=[CH:23][C:22]([C:25]([OH:27])=O)=[CH:21][CH:20]=3)=[CH:15][CH:14]=2)[CH2:7][CH2:6]1)[CH3:2].[NH:31]1[CH2:36][CH2:35][CH2:34][C@@H:33]([OH:37])[CH2:32]1.F[P-](F)(F)(F)(F)F.N1(O[P+](N(C)C)(N(C)C)N(C)C)C2C=CC=CC=2N=N1.O. Product: [CH2:1]([C:3]([F:30])([CH2:28][CH3:29])[CH2:4][N:5]1[CH2:6][CH2:7][CH:8]([CH2:11][O:12][C:13]2[CH:18]=[CH:17][C:16]([C:19]3[CH:20]=[CH:21][C:22]([C:25]([N:31]4[CH2:36][CH2:35][CH2:34][C@@H:33]([OH:37])[CH2:32]4)=[O:27])=[CH:23][CH:24]=3)=[CH:15][CH:14]=2)[CH2:9][CH2:10]1)[CH3:2]. The catalyst class is: 3. (4) Reactant: [NH2:1][CH:2]1[CH2:7][CH2:6][CH:5]([C:8]([OH:10])=[O:9])[CH2:4][CH2:3]1.N1C2C(=NC=CC=2)N([N:20]2[C:24](/[CH:25]=[C:26]3\[C:27](=[O:36])[NH:28][C:29]4[C:34]\3=[CH:33][C:32]([F:35])=[CH:31][CH:30]=4)=[C:23]([CH3:37])[C:22]([C:38]([O-])=[O:39])=[C:21]2[CH3:41])N=1.CCN(C(C)C)C(C)C. Product: [F:35][C:32]1[CH:33]=[C:34]2[C:29](=[CH:30][CH:31]=1)[NH:28][C:27](=[O:36])/[C:26]/2=[CH:25]\[C:24]1[NH:20][C:21]([CH3:41])=[C:22]([C:38]([NH:1][CH:2]2[CH2:7][CH2:6][CH:5]([C:8]([OH:10])=[O:9])[CH2:4][CH2:3]2)=[O:39])[C:23]=1[CH3:37]. The catalyst class is: 3. (5) Reactant: C(OC(=O)[NH:7][C:8]1([C:12]2[CH:17]=[CH:16][C:15]([C:18]3[C:19]([C:29]4[CH:34]=[CH:33][CH:32]=[CH:31][CH:30]=4)=[CH:20][C:21]4[N:22]([C:24]([CH:27]=[CH2:28])=[CH:25][N:26]=4)[N:23]=3)=[CH:14][CH:13]=2)[CH2:11][CH2:10][CH2:9]1)(C)(C)C. Product: [C:29]1([C:19]2[C:18]([C:15]3[CH:14]=[CH:13][C:12]([C:8]4([NH2:7])[CH2:9][CH2:10][CH2:11]4)=[CH:17][CH:16]=3)=[N:23][N:22]3[C:24]([CH:27]=[CH2:28])=[CH:25][N:26]=[C:21]3[CH:20]=2)[CH:30]=[CH:31][CH:32]=[CH:33][CH:34]=1. The catalyst class is: 89. (6) Reactant: [C:1]([NH:4][C:5]1[CH:10]=[CH:9][NH:8][C:7](=[O:11])[N:6]=1)(=[O:3])[CH3:2].Br[CH2:13][CH2:14][CH2:15][Cl:16].C(=O)([O-])[O-].[K+].[K+]. Product: [Cl:16][CH2:15][CH2:14][CH2:13][N:8]1[CH:9]=[CH:10][C:5]([NH:4][C:1](=[O:3])[CH3:2])=[N:6][C:7]1=[O:11]. The catalyst class is: 3. (7) Reactant: [CH3:1][O:2][C:3](=[O:15])[CH2:4][C@H:5]1[C:9]2[CH:10]=[CH:11][C:12]([OH:14])=[CH:13][C:8]=2[O:7][CH2:6]1.[Br:16]N1C(=O)CCC1=O. Product: [CH3:1][O:2][C:3](=[O:15])[CH2:4][C@H:5]1[C:9]2[CH:10]=[C:11]([Br:16])[C:12]([OH:14])=[CH:13][C:8]=2[O:7][CH2:6]1. The catalyst class is: 1.